Predict which catalyst facilitates the given reaction. From a dataset of Catalyst prediction with 721,799 reactions and 888 catalyst types from USPTO. (1) The catalyst class is: 4. Product: [F:10][C:11]1[CH:16]=[CH:15][C:14]([S:17]([C@@:20]2([C:39]3[CH:40]=[CH:41][C:42]([C:45]([F:54])([C:50]([F:51])([F:52])[F:53])[C:46]([F:47])([F:48])[F:49])=[CH:43][CH:44]=3)[CH2:24][CH2:23][N:22]([C:25]([C:27]3[CH2:32][CH2:31][CH:30]([C:33]([O:35][CH2:36][CH3:37])=[O:34])[CH2:29][CH:28]=3)=[O:26])[CH2:21]2)(=[O:18])=[O:19])=[CH:13][CH:12]=1. Reactant: C(N(S(F)(F)F)CC)C.[F:10][C:11]1[CH:16]=[CH:15][C:14]([S:17]([C@@:20]2([C:39]3[CH:44]=[CH:43][C:42]([C:45]([F:54])([C:50]([F:53])([F:52])[F:51])[C:46]([F:49])([F:48])[F:47])=[CH:41][CH:40]=3)[CH2:24][CH2:23][N:22]([C:25]([C:27]3(O)[CH2:32][CH2:31][CH:30]([C:33]([O:35][CH2:36][CH3:37])=[O:34])[CH2:29][CH2:28]3)=[O:26])[CH2:21]2)(=[O:19])=[O:18])=[CH:13][CH:12]=1. (2) Reactant: [OH:1][C:2]1[C:7]([C:8]([NH:10][CH2:11][C:12]([O:14]C(C)(C)C)=[O:13])=[O:9])=[CH:6][N:5]=[C:4]([N:19]2[CH:23]=[CH:22][CH:21]=[N:20]2)[N:3]=1.C(O)(C(F)(F)F)=O. Product: [OH:1][C:2]1[C:7]([C:8]([NH:10][CH2:11][C:12]([OH:14])=[O:13])=[O:9])=[CH:6][N:5]=[C:4]([N:19]2[CH:23]=[CH:22][CH:21]=[N:20]2)[N:3]=1. The catalyst class is: 2. (3) Reactant: [NH2:1][C:2]([C:4]1([NH:10][C:11](=[O:17])[O:12][C:13]([CH3:16])([CH3:15])[CH3:14])[CH2:9][CH2:8][O:7][CH2:6][CH2:5]1)=O.C(N(CC)CC)C.FC(F)(F)C(OC(=O)C(F)(F)F)=O. Product: [C:2]([C:4]1([NH:10][C:11](=[O:17])[O:12][C:13]([CH3:15])([CH3:14])[CH3:16])[CH2:5][CH2:6][O:7][CH2:8][CH2:9]1)#[N:1]. The catalyst class is: 4. (4) Reactant: [CH3:1][O:2][C:3]1[CH:4]=[C:5]([CH3:13])[CH:6]=[C:7]2[C:11]=1[C:10](=O)[CH2:9][CH2:8]2.Cl.[NH2:15][OH:16].C([O-])(=O)C.[Na+].O. Product: [CH3:1][O:2][C:3]1[CH:4]=[C:5]([CH3:13])[CH:6]=[C:7]2[C:11]=1[C:10](=[N:15][OH:16])[CH2:9][CH2:8]2. The catalyst class is: 8. (5) Reactant: [CH3:1][C:2]1[NH:3][CH:4]=[C:5]([C:7]([O:9][CH2:10][CH3:11])=[O:8])[N:6]=1.C(=O)([O-])[O-].[K+].[K+].[CH2:18]1[O:21][C@@H:19]1[CH3:20]. Product: [OH:21][C@H:19]([CH3:20])[CH2:18][N:3]1[CH:4]=[C:5]([C:7]([O:9][CH2:10][CH3:11])=[O:8])[N:6]=[C:2]1[CH3:1]. The catalyst class is: 3. (6) Reactant: [CH3:1][O:2][C:3]1[CH:42]=[CH:41][C:6]([CH2:7][C@@H:8]2[C@@H:16]([O:17][Si](C(C)C)(C(C)C)C(C)C)[C@H:15]([CH3:28])[O:14][C:13](=[O:29])[C@@H:12]([N:30]([CH2:38][O:39][CH3:40])[C:31](=[O:37])[O:32][C:33]([CH3:36])([CH3:35])[CH3:34])[CH2:11][CH2:10][CH2:9]2)=[CH:5][CH:4]=1.CCCC[N+](CCCC)(CCCC)CCCC.[F-]. Product: [OH:17][C@H:16]1[C@H:15]([CH3:28])[O:14][C:13](=[O:29])[C@@H:12]([N:30]([CH2:38][O:39][CH3:40])[C:31](=[O:37])[O:32][C:33]([CH3:36])([CH3:34])[CH3:35])[CH2:11][CH2:10][CH2:9][C@@H:8]1[CH2:7][C:6]1[CH:41]=[CH:42][C:3]([O:2][CH3:1])=[CH:4][CH:5]=1. The catalyst class is: 1. (7) Reactant: C[O:2][C:3](=O)[C:4]1[CH:9]=[CH:8][C:7]([C:10]([CH2:19][CH3:20])([C:13]2[S:14][CH:15]=[C:16]([CH3:18])[CH:17]=2)[CH2:11][CH3:12])=[CH:6][C:5]=1[CH3:21].[H-].[H-].[H-].[H-].[Li+].[Al+3].C1COCC1. Product: [CH2:11]([C:10]([C:7]1[CH:8]=[CH:9][C:4]([CH2:3][OH:2])=[C:5]([CH3:21])[CH:6]=1)([C:13]1[S:14][CH:15]=[C:16]([CH3:18])[CH:17]=1)[CH2:19][CH3:20])[CH3:12]. The catalyst class is: 1.